This data is from Full USPTO retrosynthesis dataset with 1.9M reactions from patents (1976-2016). The task is: Predict the reactants needed to synthesize the given product. (1) The reactants are: [F:1][C:2]1[CH:11]=[C:10]2[C:5]([CH2:6][CH:7]([CH2:13][CH2:14][CH3:15])[CH2:8][C:9]2=[O:12])=[CH:4][C:3]=1[O:16][CH3:17].[Br:18]Br.C1CCN2C(=NCCC2)CC1. Given the product [C:9]1(=[O:12])[C:10]2[C:5](=[CH:4][CH:3]=[CH:2][CH:11]=2)[CH2:6][CH2:7][CH2:8]1.[Br:18][C:8]1[C:7]([CH2:13][CH2:14][CH3:15])=[CH:6][C:5]2[C:10](=[CH:11][C:2]([F:1])=[C:3]([O:16][CH3:17])[CH:4]=2)[C:9]=1[OH:12], predict the reactants needed to synthesize it. (2) Given the product [CH2:1]([N:8]1[CH2:13][CH2:12][C:11]2=[C:14]([C:32]3[CH:33]=[CH:34][C:29]([CH3:28])=[CH:30][CH:31]=3)[N:15]([CH:17]([CH3:19])[CH3:18])[N:16]=[C:10]2[CH2:9]1)[C:2]1[CH:7]=[CH:6][CH:5]=[CH:4][CH:3]=1, predict the reactants needed to synthesize it. The reactants are: [CH2:1]([N:8]1[CH2:13][CH2:12][C:11]2=[C:14](OS(C(F)(F)F)(=O)=O)[N:15]([CH:17]([CH3:19])[CH3:18])[N:16]=[C:10]2[CH2:9]1)[C:2]1[CH:7]=[CH:6][CH:5]=[CH:4][CH:3]=1.[CH3:28][C:29]1[CH:34]=[CH:33][C:32](B(O)O)=[CH:31][CH:30]=1.